This data is from Reaction yield outcomes from USPTO patents with 853,638 reactions. The task is: Predict the reaction yield, written as a fraction of the theoretical maximum amount of product (1.0 means a 100% yield; for example, 0.34 means a 34% yield). (1) The reactants are C1(P(C2CCCCC2)C2C=CC=CC=2C2C=CC=CC=2N(C)C)CCCCC1.CC(C)([O-])C.[K+].[NH:35]1[CH2:40][CH2:39][O:38][CH2:37][CH2:36]1.Br[C:42]1[CH:47]=[C:46]([CH3:48])[C:45]([NH2:49])=[C:44]([O:50][CH3:51])[CH:43]=1. The catalyst is C1C=CC(/C=C/C(/C=C/C2C=CC=CC=2)=O)=CC=1.C1C=CC(/C=C/C(/C=C/C2C=CC=CC=2)=O)=CC=1.[Pd].C1(C)C=CC=CC=1. The product is [CH3:51][O:50][C:44]1[CH:43]=[C:42]([N:35]2[CH2:40][CH2:39][O:38][CH2:37][CH2:36]2)[CH:47]=[C:46]([CH3:48])[C:45]=1[NH2:49]. The yield is 0.290. (2) The reactants are C(CN1C2C(=CC=C3C(=O)C([C:18]4[CH:23]=[CH:22][C:21]([C:24]5([NH:28][C:29](=[O:35])[O:30][C:31]([CH3:34])([CH3:33])[CH3:32])[CH2:27][CH2:26][CH2:25]5)=[CH:20][CH:19]=4)=C(C4C=CC=CC=4)OC3=2)C=N1)#N.I[C:43]1[C:48](=[O:49])[C:47]2[CH:50]=[CH:51][C:52]3[NH:57][C:56](=[O:58])[CH2:55][O:54][C:53]=3[C:46]=2[O:45][C:44]=1[C:59]1[CH:64]=[CH:63][CH:62]=[CH:61][CH:60]=1.CC1(C)C(C)(C)OB(C2C=CC(C3(NC(=O)OC(C)(C)C)CCC3)=CC=2)O1. No catalyst specified. The product is [C:31]([O:30][C:29](=[O:35])[NH:28][C:24]1([C:21]2[CH:20]=[CH:19][C:18]([C:43]3[C:48](=[O:49])[C:47]4[C:46](=[C:53]5[C:52](=[CH:51][CH:50]=4)[NH:57][C:56](=[O:58])[CH2:55][O:54]5)[O:45][C:44]=3[C:59]3[CH:60]=[CH:61][CH:62]=[CH:63][CH:64]=3)=[CH:23][CH:22]=2)[CH2:25][CH2:26][CH2:27]1)([CH3:34])([CH3:32])[CH3:33]. The yield is 0.520. (3) The reactants are Cl[CH2:2][C:3]1[N:4]=[C:5]([C:8]2[CH:13]=[CH:12][C:11]([CH3:14])=[CH:10][CH:9]=2)[O:6][CH:7]=1.[F:15][C:16]1[C:24]([OH:25])=[CH:23][CH:22]=[C:21]([F:26])[C:17]=1[C:18]([NH2:20])=[O:19].C(=O)([O-])[O-].[K+].[K+]. The catalyst is CN(C=O)C. The product is [F:15][C:16]1[C:24]([O:25][CH2:2][C:3]2[N:4]=[C:5]([C:8]3[CH:13]=[CH:12][C:11]([CH3:14])=[CH:10][CH:9]=3)[O:6][CH:7]=2)=[CH:23][CH:22]=[C:21]([F:26])[C:17]=1[C:18]([NH2:20])=[O:19]. The yield is 0.180.